Dataset: Reaction yield outcomes from USPTO patents with 853,638 reactions. Task: Predict the reaction yield, written as a fraction of the theoretical maximum amount of product (1.0 means a 100% yield; for example, 0.34 means a 34% yield). The reactants are [C:1]([OH:22])(=O)[CH2:2][CH2:3][CH2:4][CH2:5][CH2:6][CH2:7][CH2:8][CH2:9][CH2:10][CH:11]=[CH:12][CH2:13][CH:14]=[CH:15][CH2:16][CH2:17][CH2:18][CH2:19][CH3:20].Cl.C[NH:25]OC.C1C=NC2N(O)N=NC=2C=1.CCN(CC)CC.C(Cl)CCl. The catalyst is C(Cl)Cl. The product is [C:1]([NH2:25])(=[O:22])[CH2:2][CH2:3][CH2:4][CH2:5][CH2:6][CH2:7][CH2:8][CH2:9][CH2:10][CH:11]=[CH:12][CH2:13][CH:14]=[CH:15][CH2:16][CH2:17][CH2:18][CH2:19][CH3:20]. The yield is 0.930.